This data is from Catalyst prediction with 721,799 reactions and 888 catalyst types from USPTO. The task is: Predict which catalyst facilitates the given reaction. Reactant: [C:1](=[O:15])([O:10][C:11]([CH3:14])([CH3:13])[CH3:12])O[C:1]([O:10][C:11]([CH3:14])([CH3:13])[CH3:12])=[O:15].C(N(C(C)C)C(C)C)C.[Br:25][C:26]1[CH:27]=[CH:28][C:29]([F:45])=[C:30]([C:32]2([CH3:44])[CH2:37][C:36]3([CH2:42][CH2:41][O:40][CH2:39][CH2:38]3)[O:35][C:34]([NH2:43])=[N:33]2)[CH:31]=1. Product: [Br:25][C:26]1[CH:27]=[CH:28][C:29]([F:45])=[C:30]([C:32]2([CH3:44])[CH2:37][C:36]3([CH2:38][CH2:39][O:40][CH2:41][CH2:42]3)[O:35][C:34]([NH:43][C:1](=[O:15])[O:10][C:11]([CH3:12])([CH3:13])[CH3:14])=[N:33]2)[CH:31]=1. The catalyst class is: 2.